This data is from Catalyst prediction with 721,799 reactions and 888 catalyst types from USPTO. The task is: Predict which catalyst facilitates the given reaction. (1) Reactant: [O:1]1[CH2:5][CH2:4][O:3][CH:2]1[C:6]1[CH:11]=[C:10]([O:12][CH3:13])[N:9]=[CH:8][C:7]=1[O:14][CH2:15][C:16]1[C:17]([C:22]([NH:24][NH2:25])=O)=[N:18][CH:19]=[CH:20][CH:21]=1.[CH3:26][C:27](O)=O.[CH:30](OC)(OC)OC.[CH:37]([NH2:40])(C)C. Product: [O:1]1[CH2:5][CH2:4][O:3][CH:2]1[C:6]1[C:7]([O:14][CH2:15][C:16]2[C:17]([C:22]3[N:24]([CH:27]([CH3:26])[CH3:30])[N:25]=[CH:37][N:40]=3)=[N:18][CH:19]=[CH:20][CH:21]=2)=[CH:8][N:9]=[C:10]([O:12][CH3:13])[CH:11]=1. The catalyst class is: 12. (2) Reactant: [CH:1]1[N:2]=[CH:3][N:4]2[CH:9]=[C:8]([C:10]([O:12][C:13]([CH3:16])([CH3:15])[CH3:14])=[O:11])[CH:7]=[CH:6][C:5]=12.Cl[C:18]([C:20]1[CH:21]=[CH:22][C:23]([N+:30]([O-:32])=[O:31])=[C:24]([CH:29]=1)[C:25]([O:27][CH3:28])=[O:26])=[O:19]. Product: [CH3:28][O:27][C:25]([C:24]1[CH:29]=[C:20]([CH:21]=[CH:22][C:23]=1[N+:30]([O-:32])=[O:31])[C:18]([C:3]1[N:4]2[CH:9]=[C:8]([C:10]([O:12][C:13]([CH3:16])([CH3:15])[CH3:14])=[O:11])[CH:7]=[CH:6][C:5]2=[CH:1][N:2]=1)=[O:19])=[O:26]. The catalyst class is: 66. (3) Reactant: Br[CH2:2][C:3]1[CH:13]=[CH:12][C:11]([O:14][CH3:15])=[CH:10][C:4]=1[C:5]([O:7]CC)=O.[NH2:16][C:17]1[CH:18]=[C:19]2[C:23](=[CH:24][CH:25]=1)[N:22]([CH3:26])[N:21]=[CH:20]2.C(N(CC)C(C)C)(C)C. Product: [CH3:15][O:14][C:11]1[CH:10]=[C:4]2[C:3]([CH2:2][N:16]([C:17]3[CH:18]=[C:19]4[C:23](=[CH:24][CH:25]=3)[N:22]([CH3:26])[N:21]=[CH:20]4)[C:5]2=[O:7])=[CH:13][CH:12]=1. The catalyst class is: 8. (4) The catalyst class is: 177. Product: [CH:2]([C:3]1[N:4]2[C:8]([C:9]([C:12]([O:14][CH3:15])=[O:13])=[CH:10][CH:11]=1)=[CH:7][CH:6]=[CH:5]2)=[O:1]. Reactant: [OH:1][CH2:2][C:3]1[N:4]2[C:8]([C:9]([C:12]([O:14][CH3:15])=[O:13])=[CH:10][CH:11]=1)=[CH:7][CH:6]=[CH:5]2. (5) Reactant: F[C:2]1[CH:3]=[N:4][CH:5]=[CH:6][C:7]=1[N:8]1[CH:12]=[C:11]([CH3:13])[CH:10]=[N:9]1.[NH:14]1[CH2:19][CH2:18][CH:17]([C:20]([O:22][CH2:23][CH3:24])=[O:21])[CH2:16][CH2:15]1. Product: [CH3:13][C:11]1[CH:10]=[N:9][N:8]([C:7]2[CH:6]=[CH:5][N:4]=[CH:3][C:2]=2[N:14]2[CH2:19][CH2:18][CH:17]([C:20]([O:22][CH2:23][CH3:24])=[O:21])[CH2:16][CH2:15]2)[CH:12]=1. The catalyst class is: 37. (6) Reactant: Cl[C:2]1[C:11]2[C:6](=[CH:7][CH:8]=[CH:9][CH:10]=2)[N:5]=[CH:4][C:3]=1[N+:12]([O-:14])=[O:13].C(N(CC)CC)C.[C:22]([O:26][C:27]([CH3:30])([CH3:29])[CH3:28])(=[O:25])[NH:23][NH2:24]. Product: [N+:12]([C:3]1[CH:4]=[N:5][C:6]2[C:11]([C:2]=1[NH:24][NH:23][C:22]([O:26][C:27]([CH3:30])([CH3:29])[CH3:28])=[O:25])=[CH:10][CH:9]=[CH:8][CH:7]=2)([O-:14])=[O:13]. The catalyst class is: 2. (7) Reactant: [CH3:1][N:2]1[C:6]([B:7]2[O:11][C:10]([CH3:13])([CH3:12])[C:9]([CH3:15])([CH3:14])[O:8]2)=[CH:5][CH:4]=[N:3]1.[Cl:16]N1C(=O)CCC1=O. Product: [Cl:16][C:5]1[CH:4]=[N:3][N:2]([CH3:1])[C:6]=1[B:7]1[O:11][C:10]([CH3:13])([CH3:12])[C:9]([CH3:15])([CH3:14])[O:8]1. The catalyst class is: 1.